This data is from Forward reaction prediction with 1.9M reactions from USPTO patents (1976-2016). The task is: Predict the product of the given reaction. (1) The product is: [CH3:1][C:2]1[CH:7]=[CH:6][CH:5]=[C:4]([CH3:8])[C:3]=1[C:9]1[N:10]=[C:11]([N:19]2[C@H:24]([CH3:25])[CH2:23][N:22]([C:26]([O:28][C:29]([CH3:31])([CH3:30])[CH3:32])=[O:27])[C@@H:21]([CH3:33])[CH2:20]2)[C:12]2[CH2:18][N:17]([C:40]3[CH:45]=[C:44]([CH:46]([CH3:48])[CH3:47])[CH:43]=[CH:42][C:41]=3[CH3:49])[CH2:16][CH2:15][C:13]=2[N:14]=1. Given the reactants [CH3:1][C:2]1[CH:7]=[CH:6][CH:5]=[C:4]([CH3:8])[C:3]=1[C:9]1[N:10]=[C:11]([N:19]2[C@H:24]([CH3:25])[CH2:23][N:22]([C:26]([O:28][C:29]([CH3:32])([CH3:31])[CH3:30])=[O:27])[C@@H:21]([CH3:33])[CH2:20]2)[C:12]2[CH2:18][NH:17][CH2:16][CH2:15][C:13]=2[N:14]=1.FC(F)(F)S(O[C:40]1[CH:45]=[C:44]([CH:46]([CH3:48])[CH3:47])[CH:43]=[CH:42][C:41]=1[CH3:49])(=O)=O.C([O-])([O-])=O.[Cs+].[Cs+], predict the reaction product. (2) Given the reactants ClC(Cl)(OC(=O)[O:6][C:7]([Cl:10])(Cl)Cl)Cl.[Si:13]([O:20][CH2:21][C:22]1([C:35]2[CH:40]=[CH:39][CH:38]=[CH:37][CH:36]=2)[CH:26]=[C:25]([C:27]2[CH:32]=[C:31]([F:33])[CH:30]=[CH:29][C:28]=2[F:34])[CH2:24][NH:23]1)([C:16]([CH3:19])([CH3:18])[CH3:17])([CH3:15])[CH3:14].C(N(CC)CC)C.O, predict the reaction product. The product is: [Si:13]([O:20][CH2:21][C:22]1([C:35]2[CH:36]=[CH:37][CH:38]=[CH:39][CH:40]=2)[CH:26]=[C:25]([C:27]2[CH:32]=[C:31]([F:33])[CH:30]=[CH:29][C:28]=2[F:34])[CH2:24][N:23]1[C:7]([Cl:10])=[O:6])([C:16]([CH3:19])([CH3:18])[CH3:17])([CH3:15])[CH3:14]. (3) Given the reactants C([Li])CCC.[C:6]([O:10][C:11]([N:13]1[C:21]2[C:16](=[N:17][CH:18]=[C:19](Br)[CH:20]=2)[C:15]([CH3:24])([CH3:23])[CH2:14]1)=[O:12])([CH3:9])([CH3:8])[CH3:7].CON(C)[C:28](=[O:35])[C:29]1[CH:34]=[CH:33][CH:32]=[CH:31][CH:30]=1, predict the reaction product. The product is: [C:6]([O:10][C:11]([N:13]1[C:21]2[C:16](=[N:17][CH:18]=[C:19]([C:28](=[O:35])[C:29]3[CH:34]=[CH:33][CH:32]=[CH:31][CH:30]=3)[CH:20]=2)[C:15]([CH3:24])([CH3:23])[CH2:14]1)=[O:12])([CH3:9])([CH3:8])[CH3:7]. (4) Given the reactants [F:1][C:2]([F:35])([F:34])[C:3]1[CH:33]=[CH:32][C:6]([O:7][CH:8]([C:26]2[CH:31]=[CH:30][CH:29]=[CH:28][CH:27]=2)[CH2:9][CH2:10][N:11]([CH3:25])[C:12]([CH2:14][CH2:15][CH2:16][NH:17]C(=O)OC(C)(C)C)=[O:13])=[CH:5][CH:4]=1.[ClH:36], predict the reaction product. The product is: [ClH:36].[F:1][C:2]([F:34])([F:35])[C:3]1[CH:4]=[CH:5][C:6]([O:7][CH:8]([C:26]2[CH:27]=[CH:28][CH:29]=[CH:30][CH:31]=2)[CH2:9][CH2:10][N:11]([CH3:25])[C:12](=[O:13])[CH2:14][CH2:15][CH2:16][NH2:17])=[CH:32][CH:33]=1. (5) Given the reactants [Cl:1][C:2]1[CH:3]=[C:4]([NH:11][C:12]2[N:17]=[CH:16][C:15]([C:18]([CH3:25])([CH3:24])[C:19](OCC)=[O:20])=[CH:14][CH:13]=2)[C:5]2[N:6]([CH:8]=[CH:9][N:10]=2)[CH:7]=1.[H-].C([Al+]CC(C)C)C(C)C.O.O.O.O.O.C(C(C(C([O-])=O)O)O)([O-])=O.[Na+].[K+], predict the reaction product. The product is: [Cl:1][C:2]1[CH:3]=[C:4]([NH:11][C:12]2[N:17]=[CH:16][C:15]([C:18]([CH3:25])([CH3:24])[CH2:19][OH:20])=[CH:14][CH:13]=2)[C:5]2[N:6]([CH:8]=[CH:9][N:10]=2)[CH:7]=1. (6) Given the reactants Cl[C:2]1[C:7]([I:8])=[CH:6][N:5]=[CH:4][N:3]=1.[CH3:9][NH2:10], predict the reaction product. The product is: [I:8][C:7]1[C:2]([NH:10][CH3:9])=[N:3][CH:4]=[N:5][CH:6]=1. (7) Given the reactants F[C:2]1[CH:12]=[CH:11][C:5]([C:6]([N:8]([CH3:10])[CH3:9])=[O:7])=[CH:4][C:3]=1[N+:13]([O-:15])=[O:14].[S:16]1[CH:20]=[CH:19][C:18]([C:21]2[NH:22][CH:23]=[CH:24][N:25]=2)=[CH:17]1.C(=O)([O-])[O-].[K+].[K+].CN(C)C(=O)C, predict the reaction product. The product is: [CH3:9][N:8]([CH3:10])[C:6](=[O:7])[C:5]1[CH:11]=[CH:12][C:2]([N:25]2[CH:24]=[CH:23][N:22]=[C:21]2[C:18]2[CH:19]=[CH:20][S:16][CH:17]=2)=[C:3]([N+:13]([O-:15])=[O:14])[CH:4]=1.